Dataset: Catalyst prediction with 721,799 reactions and 888 catalyst types from USPTO. Task: Predict which catalyst facilitates the given reaction. (1) Reactant: [C@H:1]1([O:12][C@H:13]2[C@H:22]([OH:23])[C@@H:21]([CH2:24][O:25][C@H:26]3[O:34][C@H:33]([CH2:35][OH:36])[C@@H:31]([OH:32])[C@H:29]([OH:30])[C@@H:27]3[OH:28])[O:20][C@H:15]([O:16][CH2:17][CH2:18][NH2:19])[C@H:14]2[OH:37])[O:9][C@H:8]([CH2:10][OH:11])[C@@H:6]([OH:7])[C@H:4]([OH:5])[C@@H:2]1[OH:3].[CH2:38]([O:45][C:46]([NH:48][C@H:49]([C:77](ON1C(=O)CCC1=O)=[O:78])[CH2:50][CH2:51][CH2:52][CH2:53][NH:54][C:55](=[O:76])[CH2:56][CH2:57][CH2:58][CH2:59][C:60]([NH:62][CH2:63][CH2:64][O:65][C@@H:66]1[O:74][C@@H:73]([CH3:75])[C@@H:71]([OH:72])[C@@H:69]([OH:70])[C@@H:67]1[OH:68])=[O:61])=[O:47])[C:39]1[CH:44]=[CH:43][CH:42]=[CH:41][CH:40]=1. Product: [CH2:38]([O:45][C:46]([NH:48][C@H:49]([C:77]([NH:19][CH2:18][CH2:17][O:16][C@H:15]1[O:20][C@H:21]([CH2:24][O:25][C@H:26]2[O:34][C@H:33]([CH2:35][OH:36])[C@@H:31]([OH:32])[C@H:29]([OH:30])[C@@H:27]2[OH:28])[C@@H:22]([OH:23])[C@H:13]([O:12][C@H:1]2[O:9][C@H:8]([CH2:10][OH:11])[C@@H:6]([OH:7])[C@H:4]([OH:5])[C@@H:2]2[OH:3])[C@@H:14]1[OH:37])=[O:78])[CH2:50][CH2:51][CH2:52][CH2:53][NH:54][C:55](=[O:76])[CH2:56][CH2:57][CH2:58][CH2:59][C:60]([NH:62][CH2:63][CH2:64][O:65][C@@H:66]1[O:74][C@@H:73]([CH3:75])[C@@H:71]([OH:72])[C@@H:69]([OH:70])[C@@H:67]1[OH:68])=[O:61])=[O:47])[C:39]1[CH:44]=[CH:43][CH:42]=[CH:41][CH:40]=1. The catalyst class is: 3. (2) Reactant: [Br:1][C:2]1[CH:3]=[C:4]([C:8]2([NH2:11])[CH2:10][CH2:9]2)[CH:5]=[CH:6][CH:7]=1.[C:12](O[C:12]([O:14][C:15]([CH3:18])([CH3:17])[CH3:16])=[O:13])([O:14][C:15]([CH3:18])([CH3:17])[CH3:16])=[O:13].C(N(CC)CC)C. Product: [Br:1][C:2]1[CH:3]=[C:4]([C:8]2([NH:11][C:12](=[O:13])[O:14][C:15]([CH3:18])([CH3:17])[CH3:16])[CH2:9][CH2:10]2)[CH:5]=[CH:6][CH:7]=1. The catalyst class is: 4. (3) Reactant: N[CH:2]([CH2:10][CH3:11])[C:3]([O:5][C:6]([CH3:9])([CH3:8])[CH3:7])=[O:4].[N:12]([CH:15]([CH2:21][CH2:22]Br)[C:16]([O:18][CH2:19][CH3:20])=[O:17])=[N+:13]=[N-:14].C([N:26](CC)CC)C. Product: [N:12]([CH:15]([CH2:21][CH2:22][NH:26][CH2:11][CH2:10][CH2:2][C:3]([O:5][C:6]([CH3:9])([CH3:8])[CH3:7])=[O:4])[C:16]([O:18][CH2:19][CH3:20])=[O:17])=[N+:13]=[N-:14]. The catalyst class is: 10. (4) Reactant: [OH-].[K+].[C:3]([O:7][C:8]([N:10]1[CH2:17][CH:16]2[CH:12]([CH2:13][CH:14]([C:18]([O:20]C)=[O:19])[CH2:15]2)[CH2:11]1)=[O:9])([CH3:6])([CH3:5])[CH3:4]. Product: [C:3]([O:7][C:8]([N:10]1[CH2:11][CH:12]2[CH:16]([CH2:15][CH:14]([C:18]([OH:20])=[O:19])[CH2:13]2)[CH2:17]1)=[O:9])([CH3:6])([CH3:4])[CH3:5]. The catalyst class is: 14. (5) Reactant: [NH2:1][C:2]1[C:11]2[N:12]=[C:13]([CH2:19][CH2:20][CH2:21][CH3:22])[N:14]([CH2:15][CH2:16][CH2:17]O)[C:10]=2[C:9]2[CH:8]=[CH:7][CH:6]=[CH:5][C:4]=2[N:3]=1.S(Cl)(Cl)=O. Product: [NH2:1][C:2]1[C:11]2[N:12]=[C:13]([CH2:19][CH2:20][CH2:21][CH3:22])[N:14]([CH2:15][CH2:16][CH2:17][NH:12][CH2:11][CH2:10][N:14]([CH3:15])[CH3:13])[C:10]=2[C:9]2[CH:8]=[CH:7][CH:6]=[CH:5][C:4]=2[N:3]=1. The catalyst class is: 2. (6) Reactant: Cl.[CH3:2][O:3][C:4](=[O:9])[CH:5]([CH2:7][OH:8])[NH2:6].C(N(CC)CC)C.[C:17](O[C:17]([O:19][C:20]([CH3:23])([CH3:22])[CH3:21])=[O:18])([O:19][C:20]([CH3:23])([CH3:22])[CH3:21])=[O:18]. Product: [CH3:2][O:3][C:4](=[O:9])[CH:5]([CH2:7][OH:8])[NH:6][C:17]([O:19][C:20]([CH3:23])([CH3:22])[CH3:21])=[O:18]. The catalyst class is: 9.